This data is from Forward reaction prediction with 1.9M reactions from USPTO patents (1976-2016). The task is: Predict the product of the given reaction. The product is: [NH2:1][C:2]1[C:3]2[N:4]([C:8]([C@@H:12]3[CH2:16][CH2:15][CH2:14][NH:13]3)=[N:9][C:10]=2[C:42]2[CH:41]=[CH:40][C:30]([C:31]([NH:33][C:34]3[CH:39]=[CH:38][CH:37]=[CH:36][N:35]=3)=[O:32])=[C:29]([O:28][CH3:27])[CH:43]=2)[CH:5]=[CH:6][N:7]=1. Given the reactants [NH2:1][C:2]1[C:3]2[N:4]([C:8]([C@@H:12]3[CH2:16][CH2:15][CH2:14][N:13]3C(OCC3C=CC=CC=3)=O)=[N:9][C:10]=2Br)[CH:5]=[CH:6][N:7]=1.[CH3:27][O:28][C:29]1[CH:43]=[C:42](B2OC(C)(C)C(C)(C)O2)[CH:41]=[CH:40][C:30]=1[C:31]([NH:33][C:34]1[CH:39]=[CH:38][CH:37]=[CH:36][N:35]=1)=[O:32], predict the reaction product.